This data is from Forward reaction prediction with 1.9M reactions from USPTO patents (1976-2016). The task is: Predict the product of the given reaction. (1) Given the reactants [NH:1]1[CH:5]=[C:4]([C:6]2[C:7]([C:12]3[CH:17]=[CH:16][CH:15]=[CH:14][CH:13]=3)=[N:8][O:9][C:10]=2[CH3:11])[N:3]=[CH:2]1.[C:18]([C:20]1[CH:21]=[C:22](B(O)O)[CH:23]=[CH:24][CH:25]=1)#[N:19], predict the reaction product. The product is: [CH3:11][C:10]1[O:9][N:8]=[C:7]([C:12]2[CH:13]=[CH:14][CH:15]=[CH:16][CH:17]=2)[C:6]=1[C:4]1[N:3]=[CH:2][N:1]([C:24]2[CH:25]=[C:20]([CH:21]=[CH:22][CH:23]=2)[C:18]#[N:19])[CH:5]=1. (2) Given the reactants [Br:1][C:2]1[CH:7]=[CH:6][C:5]([N:8]2[CH:12]=[C:11]([C:13](O)=[O:14])[N:10]=[C:9]2[C:16]2[CH:21]=[CH:20][C:19]([Cl:22])=[CH:18][C:17]=2[Cl:23])=[CH:4][CH:3]=1.C(N(C(C)C)CC)(C)C.F[P-](F)(F)(F)(F)F.N1(OC(N(C)C)=[N+](C)C)[C:44]2[CH:45]=[CH:46][CH:47]=C[C:43]=2[N:42]=[N:41]1.NN1CCCCC1, predict the reaction product. The product is: [Br:1][C:2]1[CH:7]=[CH:6][C:5]([N:8]2[CH:12]=[C:11]([C:13]([NH:41][N:42]3[CH2:47][CH2:46][CH2:45][CH2:44][CH2:43]3)=[O:14])[N:10]=[C:9]2[C:16]2[CH:21]=[CH:20][C:19]([Cl:22])=[CH:18][C:17]=2[Cl:23])=[CH:4][CH:3]=1.